Dataset: Peptide-MHC class I binding affinity with 185,985 pairs from IEDB/IMGT. Task: Regression. Given a peptide amino acid sequence and an MHC pseudo amino acid sequence, predict their binding affinity value. This is MHC class I binding data. The peptide sequence is LVFLGPGLY. The MHC is HLA-A01:01 with pseudo-sequence HLA-A01:01. The binding affinity (normalized) is 0.501.